Dataset: Full USPTO retrosynthesis dataset with 1.9M reactions from patents (1976-2016). Task: Predict the reactants needed to synthesize the given product. (1) Given the product [F:15][C:7]1[CH:8]=[CH:9][CH:10]=[C:11]2[C:6]=1[C:5](=[O:16])[N:4]([CH:1]1[CH2:3][CH2:2]1)[C:17]([C@@H:18]([NH:21][C:22](=[O:28])[O:23][C:24]([CH3:27])([CH3:26])[CH3:25])[CH2:19][CH3:20])=[N:12]2, predict the reactants needed to synthesize it. The reactants are: [CH:1]1([N:4]([C:17](=O)[C@@H:18]([NH:21][C:22](=[O:28])[O:23][C:24]([CH3:27])([CH3:26])[CH3:25])[CH2:19][CH3:20])[C:5](=[O:16])[C:6]2[C:11]([N+:12]([O-])=O)=[CH:10][CH:9]=[CH:8][C:7]=2[F:15])[CH2:3][CH2:2]1. (2) Given the product [Na+:40].[F:71][C:68]1[CH:69]=[CH:70][C:65]([C:52]2[C:51]3[C:46](=[CH:47][CH:48]=[CH:49][CH:50]=3)[N:45]([CH:44]([CH3:1])[CH3:41])[C:53]=2/[CH:54]=[CH:55]/[C@@H:56]([OH:64])[CH2:57][C@@H:58]([OH:63])[CH2:59][C:60]([O-:62])=[O:61])=[CH:66][CH:67]=1, predict the reactants needed to synthesize it. The reactants are: [C:1]1([C@@H](NC(=O)C[C@H](O)C[C@H](O)/C=C/C2N(C(C)C)C3C(C=2C2C=CC(F)=CC=2)=CC=CC=3)C)C=CC=CC=1.[OH-].[Na+:40].[CH:41]1([C:44]2[C:53](/[CH:54]=[CH:55]/[C@@H:56]([OH:64])[CH2:57][C@@H:58]([OH:63])[CH2:59][C:60]([OH:62])=[O:61])=[C:52]([C:65]3[CH:70]=[CH:69][C:68]([F:71])=[CH:67][CH:66]=3)[C:51]3[C:46](=[CH:47][CH:48]=[CH:49][CH:50]=3)[N:45]=2)CC1.Cl. (3) Given the product [NH2:1][C:2]1[CH:10]=[C:9]([N:11]2[C:15]3=[N:16][CH:17]=[CH:18][C:19]([N:41]4[CH:42]=[C:38]([C:34]5[CH:33]=[N:32][CH:37]=[CH:36][CH:35]=5)[N:39]=[CH:40]4)=[C:14]3[C:13]([C:21]([F:24])([F:23])[F:22])=[N:12]2)[CH:8]=[CH:7][C:3]=1[C:4]([NH2:6])=[O:5], predict the reactants needed to synthesize it. The reactants are: [NH2:1][C:2]1[CH:10]=[C:9]([N:11]2[C:15]3=[N:16][CH:17]=[CH:18][C:19](I)=[C:14]3[C:13]([C:21]([F:24])([F:23])[F:22])=[N:12]2)[CH:8]=[CH:7][C:3]=1[C:4]([NH2:6])=[O:5].C(=O)([O-])[O-].[K+].[K+].Cl.[N:32]1[CH:37]=[CH:36][CH:35]=[C:34]([C:38]2[N:39]=[CH:40][NH:41][CH:42]=2)[CH:33]=1. (4) The reactants are: [F:1][C:2]1[CH:3]=[C:4]2[C:9](=[CH:10][CH:11]=1)[N:8]=[C:7]([CH3:12])[CH:6]=[CH:5]2.[Al+3].[Cl-].[Cl-].[Cl-].[Br:17]Br. Given the product [Br:17][C:3]1[C:2]([F:1])=[CH:11][CH:10]=[C:9]2[C:4]=1[CH:5]=[CH:6][C:7]([CH3:12])=[N:8]2, predict the reactants needed to synthesize it.